This data is from Full USPTO retrosynthesis dataset with 1.9M reactions from patents (1976-2016). The task is: Predict the reactants needed to synthesize the given product. (1) Given the product [F:26][C:22]1[C:19]2[CH2:20][CH2:21][CH:15]([N:12]3[CH:2]=[C:1]([C:3]4[CH:8]=[CH:7][C:6]([I:9])=[C:5]([O:10][CH3:11])[CH:4]=4)[N:14]=[N:13]3)[C:16](=[O:27])[NH:17][C:18]=2[CH:25]=[CH:24][CH:23]=1, predict the reactants needed to synthesize it. The reactants are: [C:1]([C:3]1[CH:8]=[CH:7][C:6]([I:9])=[C:5]([O:10][CH3:11])[CH:4]=1)#[CH:2].[N:12]([CH:15]1[CH2:21][CH2:20][C:19]2[C:22]([F:26])=[CH:23][CH:24]=[CH:25][C:18]=2[NH:17][C:16]1=[O:27])=[N+:13]=[N-:14].O=C1O[C@H]([C@H](CO)O)C([O-])=C1O.[Na+].CCO. (2) Given the product [Cl:8][C:9]1[CH:14]=[CH:13][N:12]=[C:11]2[CH:15]=[C:16]([C:18]([N:5]3[CH2:6][CH2:7][N:2]([CH3:1])[CH2:3][CH2:4]3)=[O:19])[S:17][C:10]=12, predict the reactants needed to synthesize it. The reactants are: [CH3:1][N:2]1[CH2:7][CH2:6][NH:5][CH2:4][CH2:3]1.[Cl:8][C:9]1[CH:14]=[CH:13][N:12]=[C:11]2[CH:15]=[C:16]([C:18](Cl)=[O:19])[S:17][C:10]=12.CCN(CC)CC.